From a dataset of Reaction yield outcomes from USPTO patents with 853,638 reactions. Predict the reaction yield, written as a fraction of the theoretical maximum amount of product (1.0 means a 100% yield; for example, 0.34 means a 34% yield). The reactants are [CH:1]([NH:4][C:5]([N:7]1[CH2:12][CH2:11][CH:10]([CH2:13][C:14]2[CH:19]=[CH:18][C:17]([NH2:20])=[CH:16][CH:15]=2)[CH2:9][CH2:8]1)=[O:6])([CH3:3])[CH3:2].S(O)(O)(=O)=O.Cl[C:27]1[NH:28][CH2:29][CH2:30][N:31]=1. The catalyst is CC(O)C. The product is [CH:1]([NH:4][C:5]([N:7]1[CH2:8][CH2:9][CH:10]([CH2:13][C:14]2[CH:15]=[CH:16][C:17]([NH:20][C:27]3[NH:31][CH2:30][CH2:29][N:28]=3)=[CH:18][CH:19]=2)[CH2:11][CH2:12]1)=[O:6])([CH3:3])[CH3:2]. The yield is 0.590.